Dataset: Merck oncology drug combination screen with 23,052 pairs across 39 cell lines. Task: Regression. Given two drug SMILES strings and cell line genomic features, predict the synergy score measuring deviation from expected non-interaction effect. (1) Drug 1: CN(C)C(=N)N=C(N)N. Drug 2: NC(=O)c1cccc2cn(-c3ccc(C4CCCNC4)cc3)nc12. Cell line: A2780. Synergy scores: synergy=9.11. (2) Drug 1: CC(=O)OC1C(=O)C2(C)C(O)CC3OCC3(OC(C)=O)C2C(OC(=O)c2ccccc2)C2(O)CC(OC(=O)C(O)C(NC(=O)c3ccccc3)c3ccccc3)C(C)=C1C2(C)C. Drug 2: NC(=O)c1cccc2cn(-c3ccc(C4CCCNC4)cc3)nc12. Cell line: NCIH2122. Synergy scores: synergy=-13.9. (3) Drug 1: CC1CC2C3CCC4=CC(=O)C=CC4(C)C3(F)C(O)CC2(C)C1(O)C(=O)CO. Drug 2: NC1(c2ccc(-c3nc4ccn5c(=O)[nH]nc5c4cc3-c3ccccc3)cc2)CCC1. Cell line: VCAP. Synergy scores: synergy=-4.76. (4) Drug 1: CN(Cc1cnc2nc(N)nc(N)c2n1)c1ccc(C(=O)NC(CCC(=O)O)C(=O)O)cc1. Drug 2: NC1(c2ccc(-c3nc4ccn5c(=O)[nH]nc5c4cc3-c3ccccc3)cc2)CCC1. Cell line: OCUBM. Synergy scores: synergy=-12.3. (5) Drug 1: CC1(c2nc3c(C(N)=O)cccc3[nH]2)CCCN1. Drug 2: COC1CC2CCC(C)C(O)(O2)C(=O)C(=O)N2CCCCC2C(=O)OC(C(C)CC2CCC(OP(C)(C)=O)C(OC)C2)CC(=O)C(C)C=C(C)C(O)C(OC)C(=O)C(C)CC(C)C=CC=CC=C1C. Cell line: HT29. Synergy scores: synergy=5.08.